This data is from Reaction yield outcomes from USPTO patents with 853,638 reactions. The task is: Predict the reaction yield, written as a fraction of the theoretical maximum amount of product (1.0 means a 100% yield; for example, 0.34 means a 34% yield). The reactants are O[CH2:2][CH2:3][NH:4][C:5]([NH:7][C:8]1[S:9][C:10]2[C:16]([C:17]3C=[CH:21][CH:20]=[CH:19][N:18]=3)=[CH:15][C:14]([C:23]3[CH:24]=[N:25][C:26]([C:29]([OH:32])([CH3:31])[CH3:30])=[N:27][CH:28]=3)=[CH:13][C:11]=2[N:12]=1)=[O:6].C([Sn](CCCC)(CCCC)C1N=CC=C[N:39]=1)CCC. The catalyst is CN(C=O)C.C1C=CC([P]([Pd]([P](C2C=CC=CC=2)(C2C=CC=CC=2)C2C=CC=CC=2)([P](C2C=CC=CC=2)(C2C=CC=CC=2)C2C=CC=CC=2)[P](C2C=CC=CC=2)(C2C=CC=CC=2)C2C=CC=CC=2)(C2C=CC=CC=2)C2C=CC=CC=2)=CC=1. The product is [CH2:3]([NH:4][C:5]([NH:7][C:8]1[S:9][C:10]2[C:16]([C:17]3[N:39]=[CH:21][CH:20]=[CH:19][N:18]=3)=[CH:15][C:14]([C:23]3[CH:24]=[N:25][C:26]([C:29]([OH:32])([CH3:30])[CH3:31])=[N:27][CH:28]=3)=[CH:13][C:11]=2[N:12]=1)=[O:6])[CH3:2]. The yield is 0.0500.